Dataset: Peptide-MHC class I binding affinity with 185,985 pairs from IEDB/IMGT. Task: Regression. Given a peptide amino acid sequence and an MHC pseudo amino acid sequence, predict their binding affinity value. This is MHC class I binding data. (1) The peptide sequence is FLPDTRFYV. The MHC is HLA-A68:02 with pseudo-sequence HLA-A68:02. The binding affinity (normalized) is 0.742. (2) The peptide sequence is FEKQLGQIML. The MHC is HLA-B40:01 with pseudo-sequence HLA-B40:01. The binding affinity (normalized) is 0.540. (3) The peptide sequence is ITDMINASL. The MHC is Mamu-A01 with pseudo-sequence Mamu-A01. The binding affinity (normalized) is 0.677. (4) The peptide sequence is QNGALAINTF. The MHC is HLA-B51:01 with pseudo-sequence HLA-B51:01. The binding affinity (normalized) is 0. (5) The MHC is HLA-A11:01 with pseudo-sequence HLA-A11:01. The peptide sequence is ITKGLGISYGR. The binding affinity (normalized) is 0.352.